This data is from NCI-60 drug combinations with 297,098 pairs across 59 cell lines. The task is: Regression. Given two drug SMILES strings and cell line genomic features, predict the synergy score measuring deviation from expected non-interaction effect. (1) Drug 1: CC1C(C(=O)NC(C(=O)N2CCCC2C(=O)N(CC(=O)N(C(C(=O)O1)C(C)C)C)C)C(C)C)NC(=O)C3=C4C(=C(C=C3)C)OC5=C(C(=O)C(=C(C5=N4)C(=O)NC6C(OC(=O)C(N(C(=O)CN(C(=O)C7CCCN7C(=O)C(NC6=O)C(C)C)C)C)C(C)C)C)N)C. Drug 2: C1CN(P(=O)(OC1)NCCCl)CCCl. Cell line: NCI-H226. Synergy scores: CSS=12.7, Synergy_ZIP=-4.56, Synergy_Bliss=-2.59, Synergy_Loewe=-88.5, Synergy_HSA=-3.28. (2) Drug 2: CC1=C(N=C(N=C1N)C(CC(=O)N)NCC(C(=O)N)N)C(=O)NC(C(C2=CN=CN2)OC3C(C(C(C(O3)CO)O)O)OC4C(C(C(C(O4)CO)O)OC(=O)N)O)C(=O)NC(C)C(C(C)C(=O)NC(C(C)O)C(=O)NCCC5=NC(=CS5)C6=NC(=CS6)C(=O)NCCC[S+](C)C)O. Synergy scores: CSS=-1.14, Synergy_ZIP=0.732, Synergy_Bliss=1.90, Synergy_Loewe=0.773, Synergy_HSA=0.109. Cell line: EKVX. Drug 1: C1=CC(=CC=C1CC(C(=O)O)N)N(CCCl)CCCl.Cl. (3) Drug 1: C1=CC(=CC=C1CCC2=CNC3=C2C(=O)NC(=N3)N)C(=O)NC(CCC(=O)O)C(=O)O. Drug 2: CCC(=C(C1=CC=CC=C1)C2=CC=C(C=C2)OCCN(C)C)C3=CC=CC=C3.C(C(=O)O)C(CC(=O)O)(C(=O)O)O. Cell line: OVCAR-5. Synergy scores: CSS=19.6, Synergy_ZIP=-4.37, Synergy_Bliss=2.74, Synergy_Loewe=-5.37, Synergy_HSA=3.94. (4) Drug 1: C1=NC(=NC(=O)N1C2C(C(C(O2)CO)O)O)N. Drug 2: CC1C(C(CC(O1)OC2CC(CC3=C2C(=C4C(=C3O)C(=O)C5=CC=CC=C5C4=O)O)(C(=O)C)O)N)O. Cell line: MALME-3M. Synergy scores: CSS=57.8, Synergy_ZIP=0.0819, Synergy_Bliss=3.37, Synergy_Loewe=-1.53, Synergy_HSA=4.77. (5) Drug 1: CCCS(=O)(=O)NC1=C(C(=C(C=C1)F)C(=O)C2=CNC3=C2C=C(C=N3)C4=CC=C(C=C4)Cl)F. Drug 2: C1=CC(=CC=C1CCC2=CNC3=C2C(=O)NC(=N3)N)C(=O)NC(CCC(=O)O)C(=O)O. Cell line: DU-145. Synergy scores: CSS=18.4, Synergy_ZIP=-1.31, Synergy_Bliss=4.78, Synergy_Loewe=-6.97, Synergy_HSA=2.04.